This data is from KCNQ2 potassium channel screen with 302,405 compounds. The task is: Binary Classification. Given a drug SMILES string, predict its activity (active/inactive) in a high-throughput screening assay against a specified biological target. (1) The molecule is O1c2cc(C(NC(=O)CCc3ccccc3)C)ccc2OC1. The result is 1 (active). (2) The compound is S(c1nc(nc2n(c(=O)n(c(=O)c12)C)C)CC)Cc1cccnc1. The result is 0 (inactive). (3) The drug is O=C(NC1CCCC1)C(N(Cc1ccc(cc1)C)C(=O)c1[nH]ncc1)c1cc(OC)c(OC)cc1. The result is 0 (inactive).